Task: Predict the reactants needed to synthesize the given product.. Dataset: Full USPTO retrosynthesis dataset with 1.9M reactions from patents (1976-2016) Given the product [C:1]1([C:37]2[CH:38]=[CH:39][CH:40]=[CH:41][CH:42]=2)[CH:6]=[CH:5][C:4]([C@@:7]23[CH2:27][N:20]([C@H:21]([C:23]([OH:25])=[O:24])[CH2:22]2)[C:19](=[O:28])[C@@H:18]([NH:29][C:30]([O:32][C:33]([CH3:36])([CH3:34])[CH3:35])=[O:31])[CH2:17][CH2:16][CH2:15][CH2:14][CH2:13][CH2:12][CH:11]=[CH:10][CH2:9][S:8]3)=[CH:3][CH:2]=1, predict the reactants needed to synthesize it. The reactants are: [C:1]1([C:37]2[CH:42]=[CH:41][CH:40]=[CH:39][CH:38]=2)[CH:6]=[CH:5][C:4]([C@@:7]23[CH2:27][N:20]([C@H:21]([C:23]([O:25]C)=[O:24])[CH2:22]2)[C:19](=[O:28])[C@@H:18]([NH:29][C:30]([O:32][C:33]([CH3:36])([CH3:35])[CH3:34])=[O:31])[CH2:17][CH2:16][CH2:15][CH2:14][CH2:13][CH2:12][CH:11]=[CH:10][CH2:9][S:8]3)=[CH:3][CH:2]=1.O.[OH-].[Li+].